This data is from Full USPTO retrosynthesis dataset with 1.9M reactions from patents (1976-2016). The task is: Predict the reactants needed to synthesize the given product. (1) Given the product [C:15]([O:1][C:2]1[CH:3]=[C:4]2[C:9](=[CH:10][C:11]=1[O:12][CH3:13])[N:8]=[CH:7][NH:6][C:5]2=[O:14])(=[O:17])[CH3:16], predict the reactants needed to synthesize it. The reactants are: [OH:1][C:2]1[CH:3]=[C:4]2[C:9](=[CH:10][C:11]=1[O:12][CH3:13])[N:8]=[CH:7][NH:6][C:5]2=[O:14].[C:15](OC(=O)C)(=[O:17])[CH3:16]. (2) Given the product [C:20]([C:2]1[CH:7]=[CH:6][CH:5]=[CH:4][C:3]=1[C:8]1[CH:9]=[C:10]([C:25]([O:24][CH3:23])=[O:26])[NH:11][N:12]=1)#[N:21], predict the reactants needed to synthesize it. The reactants are: Br[C:2]1[CH:7]=[CH:6][CH:5]=[CH:4][C:3]=1[C:8]1(C(OC)=O)[NH:12][NH:11][CH:10]=[CH:9]1.[Cu]([C:20]#[N:21])C#N.C[CH2:23][O:24][C:25](C)=[O:26]. (3) The reactants are: ClC1C=C(Cl)C=CC=1CN1[C:9](/C=C/C(O)=O)=[CH:8][C:7]([O:15]C(C)C)=[N:6]1.[CH3:24][CH:25]([CH3:32])[CH2:26][CH2:27][S:28](N)(=[O:30])=[O:29].N12CCCN=C1CCCCC2. Given the product [CH3:24][CH:25]([CH3:32])[CH2:26][CH2:27][S:28]([NH:6][C:7](=[O:15])[CH:8]=[CH2:9])(=[O:30])=[O:29], predict the reactants needed to synthesize it. (4) Given the product [C:16]([Si:7]([O:8][C:9]1[CH:14]=[CH:13][C:12]([O:15][CH2:45][C@@H:46]2[CH2:48][O:47]2)=[CH:11][CH:10]=1)([C:20]1[CH:25]=[CH:24][CH:23]=[CH:22][CH:21]=1)[C:1]1[CH:6]=[CH:5][CH:4]=[CH:3][CH:2]=1)([CH3:19])([CH3:17])[CH3:18], predict the reactants needed to synthesize it. The reactants are: [C:1]1([Si:7]([C:20]2[CH:25]=[CH:24][CH:23]=[CH:22][CH:21]=2)([C:16]([CH3:19])([CH3:18])[CH3:17])[O:8][C:9]2[CH:14]=[CH:13][C:12]([OH:15])=[CH:11][CH:10]=2)[CH:6]=[CH:5][CH:4]=[CH:3][CH:2]=1.C1(P(C2C=CC=CC=2)C2C=CC=CC=2)C=CC=CC=1.[CH3:45][CH2:46][O:47][C:48](/N=N/[C:48]([O:47][CH2:46][CH3:45])=O)=O. (5) Given the product [Cl:12][CH:7]([C:1]1[CH:6]=[CH:5][CH:4]=[CH:3][CH:2]=1)[C:8](=[O:10])[CH3:9], predict the reactants needed to synthesize it. The reactants are: [C:1]1([CH2:7][C:8](=[O:10])[CH3:9])[CH:6]=[CH:5][CH:4]=[CH:3][CH:2]=1.C(Cl)(Cl)(Cl)[Cl:12]. (6) Given the product [CH2:1]([O:3][C:4](=[O:28])[CH2:5][N:6]([CH2:7][CH2:8][NH:9][S:10]([C:13]1[S:14][C:15]([C:18]2[CH:23]=[CH:22][C:21]([Cl:24])=[CH:20][C:19]=2[N+:25]([O-:27])=[O:26])=[N:16][N:17]=1)(=[O:12])=[O:11])[C:53](=[O:54])[CH2:52][N:49]1[CH:50]=[CH:51][C:46]([NH:45][C:43]([O:42][CH:29]([C:30]2[CH:31]=[CH:32][CH:33]=[CH:34][CH:35]=2)[C:36]2[CH:41]=[CH:40][CH:39]=[CH:38][CH:37]=2)=[O:44])=[N:47][C:48]1=[O:56])[CH3:2], predict the reactants needed to synthesize it. The reactants are: [CH2:1]([O:3][C:4](=[O:28])[CH2:5][NH:6][CH2:7][CH2:8][NH:9][S:10]([C:13]1[S:14][C:15]([C:18]2[CH:23]=[CH:22][C:21]([Cl:24])=[CH:20][C:19]=2[N+:25]([O-:27])=[O:26])=[N:16][N:17]=1)(=[O:12])=[O:11])[CH3:2].[CH:29]([O:42][C:43]([NH:45][C:46]1[CH:51]=[CH:50][N:49]([CH2:52][C:53](O)=[O:54])[C:48](=[O:56])[N:47]=1)=[O:44])([C:36]1[CH:41]=[CH:40][CH:39]=[CH:38][CH:37]=1)[C:30]1[CH:35]=[CH:34][CH:33]=[CH:32][CH:31]=1.